The task is: Predict the reactants needed to synthesize the given product.. This data is from Full USPTO retrosynthesis dataset with 1.9M reactions from patents (1976-2016). (1) Given the product [F:1][C:2]([F:23])([CH:20]([F:21])[F:22])[CH2:3][O:4][C:5]1[CH:6]=[CH:7][C:8](/[CH:11]=[CH:12]/[CH:13]=[CH:14]/[CH2:15][OH:16])=[CH:9][CH:10]=1, predict the reactants needed to synthesize it. The reactants are: [F:1][C:2]([F:23])([CH:20]([F:22])[F:21])[CH2:3][O:4][C:5]1[CH:10]=[CH:9][C:8](/[CH:11]=[CH:12]/[CH:13]=[CH:14]/[C:15](OCC)=[O:16])=[CH:7][CH:6]=1.[H-].C([Al+]CC(C)C)C(C)C. (2) Given the product [C:11]([O:10][C:8]([N:6]1[CH2:7][C@@H:3]([C:1]#[N:2])[CH2:4][C@H:5]1[C:15]([OH:17])=[O:16])=[O:9])([CH3:14])([CH3:12])[CH3:13], predict the reactants needed to synthesize it. The reactants are: [C:1]([C@@H:3]1[CH2:7][N:6]([C:8]([O:10][C:11]([CH3:14])([CH3:13])[CH3:12])=[O:9])[C@H:5]([C:15]([O:17]C)=[O:16])[CH2:4]1)#[N:2].[Li+].[OH-].OS([O-])(=O)=O.[Na+].